Dataset: Catalyst prediction with 721,799 reactions and 888 catalyst types from USPTO. Task: Predict which catalyst facilitates the given reaction. (1) Reactant: [NH2:1][C:2]1[S:3][C:4]([C:8]([NH:10][CH2:11][C:12]2[CH:17]=[CH:16][CH:15]=[CH:14][CH:13]=2)=[O:9])=[C:5]([CH3:7])[N:6]=1.C(N(CC)CC)C.[Br:25][CH2:26][CH2:27][CH2:28][CH2:29][C:30](Cl)=[O:31]. Product: [CH2:11]([NH:10][C:8]([C:4]1[S:3][C:2]([NH:1][C:30](=[O:31])[CH2:29][CH2:28][CH2:27][CH2:26][Br:25])=[N:6][C:5]=1[CH3:7])=[O:9])[C:12]1[CH:17]=[CH:16][CH:15]=[CH:14][CH:13]=1. The catalyst class is: 4. (2) Reactant: Cl[C:2]1[N:7]=[C:6]([NH:8][C:9]2[NH:13][N:12]=[C:11]([O:14][CH2:15][CH3:16])[CH:10]=2)[C:5]([Cl:17])=[C:4]([Cl:18])[N:3]=1.[F:19][C:20]1[CH:25]=[CH:24][C:23]([C@@H:26]([NH2:28])[CH3:27])=[CH:22][CH:21]=1.C(N(CC)CC)C. Product: [Cl:17][C:5]1[C:6]([NH:8][C:9]2[CH:10]=[C:11]([O:14][CH2:15][CH3:16])[NH:12][N:13]=2)=[N:7][C:2]([NH:28][C@H:26]([C:23]2[CH:24]=[CH:25][C:20]([F:19])=[CH:21][CH:22]=2)[CH3:27])=[N:3][C:4]=1[Cl:18]. The catalyst class is: 51. (3) Reactant: Cl[C:2]1[CH:7]=[CH:6][N:5]2[C:8]([CH2:11][CH:12]3[CH2:14][CH2:13]3)=[N:9][N:10]=[C:4]2[C:3]=1[C:15]#[N:16].[C:17]1([CH:23]2[CH2:28][CH2:27][NH:26][CH2:25][CH2:24]2)[CH:22]=[CH:21][CH:20]=[CH:19][CH:18]=1.C([O-])([O-])=O.[K+].[K+]. Product: [CH:12]1([CH2:11][C:8]2[N:5]3[CH:6]=[CH:7][C:2]([N:26]4[CH2:27][CH2:28][CH:23]([C:17]5[CH:22]=[CH:21][CH:20]=[CH:19][CH:18]=5)[CH2:24][CH2:25]4)=[C:3]([C:15]#[N:16])[C:4]3=[N:10][N:9]=2)[CH2:14][CH2:13]1. The catalyst class is: 23. (4) Reactant: C(=O)([O-])[O-].[K+].[K+].CS([O:11][CH2:12][CH2:13][F:14])(=O)=O.[N+:15]([C:18]1[CH:23]=[CH:22][C:21]([C:24]2[S:25][C:26]3[CH:32]=[C:31](O)[CH:30]=[CH:29][C:27]=3[CH:28]=2)=[CH:20][CH:19]=1)([O-:17])=[O:16].O. Product: [N+:15]([C:18]1[CH:23]=[CH:22][C:21]([C:24]2[S:25][C:26]3[CH:32]=[CH:31][CH:30]=[C:29]([O:11][CH2:12][CH2:13][F:14])[C:27]=3[CH:28]=2)=[CH:20][CH:19]=1)([O-:17])=[O:16]. The catalyst class is: 9.